This data is from Reaction yield outcomes from USPTO patents with 853,638 reactions. The task is: Predict the reaction yield, written as a fraction of the theoretical maximum amount of product (1.0 means a 100% yield; for example, 0.34 means a 34% yield). (1) The reactants are [C:1]1([S:7]([N:10]2[C:14]3=[N:15][CH:16]=[CH:17][CH:18]=[C:13]3[CH:12]=[C:11]2[C:19](OS(C2C=CC(C)=CC=2)(=O)=O)=[CH:20][CH:21]2[CH2:26][CH2:25][CH2:24][CH2:23][O:22]2)(=[O:9])=[O:8])[CH:6]=[CH:5][CH:4]=[CH:3][CH:2]=1.[CH3:38][S:39]([C:42]1[CH:47]=[CH:46][C:45](B(O)O)=[CH:44][CH:43]=1)(=[O:41])=[O:40].C(=O)([O-])[O-].[Na+].[Na+]. The catalyst is O1CCOCC1.C(OCC)(=O)C.Cl[Pd](Cl)([P](C1C=CC=CC=1)(C1C=CC=CC=1)C1C=CC=CC=1)[P](C1C=CC=CC=1)(C1C=CC=CC=1)C1C=CC=CC=1. The product is [C:1]1([S:7]([N:10]2[C:14]3=[N:15][CH:16]=[CH:17][CH:18]=[C:13]3[CH:12]=[C:11]2[C:19]([C:45]2[CH:46]=[CH:47][C:42]([S:39]([CH3:38])(=[O:41])=[O:40])=[CH:43][CH:44]=2)=[CH:20][CH:21]2[CH2:26][CH2:25][CH2:24][CH2:23][O:22]2)(=[O:9])=[O:8])[CH:6]=[CH:5][CH:4]=[CH:3][CH:2]=1. The yield is 0.570. (2) The reactants are S(=O)(=O)(O)N.[O:6]([C:13]1[CH:20]=[CH:19][C:16]([CH:17]=[O:18])=[CH:15][CH:14]=1)[C:7]1[CH:12]=[CH:11][CH:10]=[CH:9][CH:8]=1.Cl([O-])=[O:22].[Na+]. The catalyst is O.CC(C)=O. The product is [O:6]([C:13]1[CH:14]=[CH:15][C:16]([C:17]([OH:22])=[O:18])=[CH:19][CH:20]=1)[C:7]1[CH:8]=[CH:9][CH:10]=[CH:11][CH:12]=1. The yield is 0.740. (3) The reactants are [CH3:1][O:2][C:3]1[C:9]([CH2:10][CH2:11][N:12]2[CH2:17][CH2:16][N:15]([C:18]3[CH:27]=[CH:26][CH:25]=[C:24]4[C:19]=3[CH:20]=[CH:21][C:22]([CH3:28])=[N:23]4)[CH2:14][CH2:13]2)=[CH:8][CH:7]=[CH:6][C:4]=1[NH2:5].[C:29]([Cl:32])(=[O:31])[CH3:30]. No catalyst specified. The product is [ClH:32].[ClH:32].[CH3:1][O:2][C:3]1[C:9]([CH2:10][CH2:11][N:12]2[CH2:13][CH2:14][N:15]([C:18]3[CH:27]=[CH:26][CH:25]=[C:24]4[C:19]=3[CH:20]=[CH:21][C:22]([CH3:28])=[N:23]4)[CH2:16][CH2:17]2)=[CH:8][CH:7]=[CH:6][C:4]=1[NH:5][C:29](=[O:31])[CH3:30]. The yield is 0.420. (4) The reactants are C(OC([N:8]1[C:17]2[C:12](=[CH:13][CH:14]=[CH:15][CH:16]=2)[C:11](=[O:18])[CH2:10][C:9]1([CH3:20])[CH3:19])=O)(C)(C)C.I[CH2:22][CH3:23].[H-].[Na+].C(O)(C(F)(F)F)=O.[OH-].[Na+]. The catalyst is CN(C=O)C.C(Cl)Cl.CCOC(C)=O.CCCCCC. The product is [CH2:22]([CH:10]1[C:11](=[O:18])[C:12]2[C:17](=[CH:16][CH:15]=[CH:14][CH:13]=2)[NH:8][C:9]1([CH3:19])[CH3:20])[CH3:23]. The yield is 0.410. (5) The reactants are C(O)C.[NH2:4][C:5]1[C:6]2[C:7]3[C:8](=[N:20][N:21]([CH2:23][C:24]4[C:29]([Cl:30])=[C:28]([O:31][CH3:32])[C:27]([CH3:33])=[CH:26][N:25]=4)[N:22]=2)[CH:9]=[C:10]([CH2:15][C:16]([NH:18][CH3:19])=[O:17])[C:11]=3[CH2:12][S:13][N:14]=1.[ClH:34]. The catalyst is O. The product is [ClH:30].[ClH:34].[NH2:4][C:5]1[C:6]2[C:7]3[C:8](=[N:20][N:21]([CH2:23][C:24]4[C:29]([Cl:30])=[C:28]([O:31][CH3:32])[C:27]([CH3:33])=[CH:26][N:25]=4)[N:22]=2)[CH:9]=[C:10]([CH2:15][C:16]([NH:18][CH3:19])=[O:17])[C:11]=3[CH2:12][S:13][N:14]=1. The yield is 0.960.